From a dataset of Forward reaction prediction with 1.9M reactions from USPTO patents (1976-2016). Predict the product of the given reaction. (1) Given the reactants [CH3:1][O:2][C:3](=[O:19])[C@H:4]([CH2:13][CH2:14][C:15]([O:17][CH3:18])=[O:16])[NH:5][C:6]([O:8][C:9]([CH3:12])([CH3:11])[CH3:10])=[O:7].[Li].C[Si]([N-][Si](C)(C)C)(C)C.[CH2:30](Br)[CH:31]=[CH2:32], predict the reaction product. The product is: [CH3:1][O:2][C:3](=[O:19])[C@@H:4]([NH:5][C:6]([O:8][C:9]([CH3:11])([CH3:12])[CH3:10])=[O:7])[CH2:13][C@H:14]([CH2:32][CH:31]=[CH2:30])[C:15]([O:17][CH3:18])=[O:16]. (2) Given the reactants Br[C:2]1[CH:3]=[CH:4][C:5]2[O:24][CH2:23][C:8]3([C:16]4[C:11](=[CH:12][CH:13]=[CH:14][CH:15]=4)[N:10]([CH2:17][CH2:18][CH2:19][CH2:20][CH3:21])[C:9]3=[O:22])[C:6]=2[CH:7]=1.Br[C:26]1[CH:31]=[CH:30][C:29]2C3(C[O:48][C:28]=2[CH:27]=1)C1C(=CC=CC=1)N(CCCCC)C3=O, predict the reaction product. The product is: [CH2:17]([N:10]1[C:11]2[C:16](=[CH:15][CH:14]=[CH:13][CH:12]=2)[C:8]2([C:6]3[CH:7]=[C:2]([O:48][C:28]4[CH:29]=[CH:30][CH:31]=[CH:26][CH:27]=4)[CH:3]=[CH:4][C:5]=3[O:24][CH2:23]2)[C:9]1=[O:22])[CH2:18][CH2:19][CH2:20][CH3:21]. (3) Given the reactants [OH:1][C:2]1[CH:3]=[C:4]([CH2:11][C:12]([O:14][CH2:15][CH3:16])=[O:13])[CH:5]=[CH:6][C:7]=1[N+:8]([O-])=O.C([O-])=O.[NH4+], predict the reaction product. The product is: [NH2:8][C:7]1[CH:6]=[CH:5][C:4]([CH2:11][C:12]([O:14][CH2:15][CH3:16])=[O:13])=[CH:3][C:2]=1[OH:1]. (4) Given the reactants [CH3:1][O:2][C:3]1[C:8]2[O:9][C:10]3([O:16][C:7]=2[C:6]([C:17]([OH:19])=[O:18])=[CH:5][CH:4]=1)[CH2:15][CH2:14][O:13][CH2:12][CH2:11]3.S(OC)(O[CH3:24])(=O)=O, predict the reaction product. The product is: [CH3:1][O:2][C:3]1[C:8]2[O:9][C:10]3([O:16][C:7]=2[C:6]([C:17]([O:19][CH3:24])=[O:18])=[CH:5][CH:4]=1)[CH2:11][CH2:12][O:13][CH2:14][CH2:15]3. (5) Given the reactants [C:1]([O:5][C@@H:6]([C:12]1[C:21]([CH3:22])=[C:20]([F:23])[C:19]2[C:14](=[CH:15][CH:16]=[C:17]([CH3:24])[CH:18]=2)[C:13]=1[OH:25])[C:7]([O:9][CH2:10][CH3:11])=[O:8])([CH3:4])([CH3:3])[CH3:2].C1(N([S:33]([C:36]([F:39])([F:38])[F:37])(=[O:35])=[O:34])[S:33]([C:36]([F:39])([F:38])[F:37])(=[O:35])=[O:34])C=CC=CC=1, predict the reaction product. The product is: [C:1]([O:5][C@@H:6]([C:12]1[C:21]([CH3:22])=[C:20]([F:23])[C:19]2[C:14](=[CH:15][CH:16]=[C:17]([CH3:24])[CH:18]=2)[C:13]=1[O:25][S:33]([C:36]([F:39])([F:38])[F:37])(=[O:35])=[O:34])[C:7]([O:9][CH2:10][CH3:11])=[O:8])([CH3:4])([CH3:2])[CH3:3]. (6) Given the reactants [CH2:1]1[CH2:6][CH2:5][C:4]([CH2:11][NH2:12])([CH2:7][C:8]([OH:10])=[O:9])[CH2:3][CH2:2]1.[OH-].[CH2:14]([N+:18]([CH2:27][CH2:28][CH2:29][CH3:30])([CH2:23][CH2:24][CH2:25][CH3:26])[CH2:19][CH2:20][CH2:21][CH3:22])[CH2:15][CH2:16][CH3:17], predict the reaction product. The product is: [NH2:12][CH2:11][C:4]1([CH2:7][C:8]([O-:10])=[O:9])[CH2:5][CH2:6][CH2:1][CH2:2][CH2:3]1.[CH2:27]([N+:18]([CH2:14][CH2:15][CH2:16][CH3:17])([CH2:19][CH2:20][CH2:21][CH3:22])[CH2:23][CH2:24][CH2:25][CH3:26])[CH2:28][CH2:29][CH3:30]. (7) Given the reactants [C:1]([O:5][C:6]([N:8]1[CH2:12][CH:11]([O:13][C:14]2[CH:19]=[CH:18][C:17]([F:20])=[C:16]([F:21])[CH:15]=2)[CH:10]2[N:22]([C:25](=[O:42])[CH:26]([NH:31]C(OCC3C=CC=CC=3)=O)[C:27]([CH3:30])([CH3:29])[CH3:28])[CH2:23][CH2:24][CH:9]12)=[O:7])([CH3:4])([CH3:3])[CH3:2], predict the reaction product. The product is: [C:1]([O:5][C:6]([N:8]1[CH2:12][CH:11]([O:13][C:14]2[CH:19]=[CH:18][C:17]([F:20])=[C:16]([F:21])[CH:15]=2)[CH:10]2[N:22]([C:25](=[O:42])[CH:26]([NH2:31])[C:27]([CH3:30])([CH3:29])[CH3:28])[CH2:23][CH2:24][CH:9]12)=[O:7])([CH3:4])([CH3:2])[CH3:3]. (8) Given the reactants [CH3:1][C:2]1[CH:7]=[CH:6][C:5]([N+:8]([O-:10])=[O:9])=[CH:4][C:3]=1[S:11]([O:14][CH2:15][C:16]([CH3:19])([CH3:18])[CH3:17])(=[O:13])=[O:12].C(OOC(=O)C1C=CC=CC=1)(=O)C1C=CC=CC=1.[Br:38]N1C(=O)CCC1=O, predict the reaction product. The product is: [Br:38][CH2:1][C:2]1[CH:7]=[CH:6][C:5]([N+:8]([O-:10])=[O:9])=[CH:4][C:3]=1[S:11]([O:14][CH2:15][C:16]([CH3:19])([CH3:18])[CH3:17])(=[O:13])=[O:12]. (9) Given the reactants [CH3:1][O:2][C:3]1[CH:4]=[C:5]2[C:9](=[CH:10][C:11]=1[O:12][CH3:13])[NH:8][CH:7]=[CH:6]2.C([BH3-])#N.[Na+].C(Cl)Cl, predict the reaction product. The product is: [CH3:1][O:2][C:3]1[CH:4]=[C:5]2[C:9](=[CH:10][C:11]=1[O:12][CH3:13])[NH:8][CH2:7][CH2:6]2.